This data is from Catalyst prediction with 721,799 reactions and 888 catalyst types from USPTO. The task is: Predict which catalyst facilitates the given reaction. (1) Reactant: Br[C:2]1[C:3](=[O:13])[C:4]2[C:9]([C:10](=[O:12])[CH:11]=1)=[CH:8][CH:7]=[CH:6][CH:5]=2.[CH3:14][C:15]1[CH:22]=[CH:21][C:18]([CH2:19][NH2:20])=[CH:17][CH:16]=1. Product: [CH3:14][C:15]1[CH:22]=[CH:21][C:18]([CH2:19][NH:20][C:2]2[C:3](=[O:13])[C:4]3[C:9]([C:10](=[O:12])[CH:11]=2)=[CH:8][CH:7]=[CH:6][CH:5]=3)=[CH:17][CH:16]=1. The catalyst class is: 14. (2) Reactant: [CH3:1][C:2]1[CH:6]=[C:5]([CH3:7])[N:4]([C:8]2[CH:13]=[CH:12][C:11]([C:14](OC)=[O:15])=[CH:10][C:9]=2[OH:18])[N:3]=1.[BH4-].[Li+].O. Product: [CH3:1][C:2]1[CH:6]=[C:5]([CH3:7])[N:4]([C:8]2[CH:13]=[CH:12][C:11]([CH2:14][OH:15])=[CH:10][C:9]=2[OH:18])[N:3]=1. The catalyst class is: 7. (3) Reactant: [SH:1][C:2]1[CH:3]=[C:4]([C:20]([NH:22][CH3:23])=[O:21])[C:5](=[O:19])[N:6]([C:9]2[CH:14]=[CH:13][CH:12]=[C:11]([C:15]([F:18])([F:17])[F:16])[CH:10]=2)[C:7]=1[CH3:8].Cl[C:25]1[CH:26]=[CH:27][C:28]([C:31]#[N:32])=[N:29][CH:30]=1.N[C@@H]1CCCC[C@H]1N. Product: [C:31]([C:28]1[N:29]=[CH:30][C:25]([S:1][C:2]2[CH:3]=[C:4]([C:20]([NH:22][CH3:23])=[O:21])[C:5](=[O:19])[N:6]([C:9]3[CH:14]=[CH:13][CH:12]=[C:11]([C:15]([F:18])([F:17])[F:16])[CH:10]=3)[C:7]=2[CH3:8])=[CH:26][CH:27]=1)#[N:32]. The catalyst class is: 10. (4) Reactant: [F:1][C:2]1[CH:3]=[C:4]([CH:6]=[CH:7][C:8]=1[CH:9]1[CH2:15][NH:14][CH2:13][CH2:12][CH2:11][N:10]1[C:16]([O:18][C:19]([CH3:22])([CH3:21])[CH3:20])=[O:17])[NH2:5].C(=O)(O)[O-].[Na+].[CH2:28]([O:35][C:36](Cl)=[O:37])[C:29]1[CH:34]=[CH:33][CH:32]=[CH:31][CH:30]=1. Product: [CH2:28]([O:35][C:36]([NH:5][C:4]1[CH:6]=[CH:7][C:8]([CH:9]2[CH2:15][NH:14][CH2:13][CH2:12][CH2:11][N:10]2[C:16]([O:18][C:19]([CH3:22])([CH3:21])[CH3:20])=[O:17])=[C:2]([F:1])[CH:3]=1)=[O:37])[C:29]1[CH:34]=[CH:33][CH:32]=[CH:31][CH:30]=1. The catalyst class is: 1.